This data is from Full USPTO retrosynthesis dataset with 1.9M reactions from patents (1976-2016). The task is: Predict the reactants needed to synthesize the given product. (1) Given the product [Cl:1][C:2]1[CH:3]=[C:4](/[CH:5]=[N:16]/[S:14]([C:11]([CH3:13])([CH3:12])[CH3:10])=[O:15])[CH:7]=[CH:8][CH:9]=1, predict the reactants needed to synthesize it. The reactants are: [Cl:1][C:2]1[CH:3]=[C:4]([CH:7]=[CH:8][CH:9]=1)[CH:5]=O.[CH3:10][C:11]([S:14]([NH2:16])=[O:15])([CH3:13])[CH3:12]. (2) Given the product [CH:32]1([CH2:31][O:30][C:22]2[CH:23]=[C:24]([O:28][CH3:29])[C:25]([F:27])=[CH:26][C:21]=2[C:20]2[C:15]3[NH:14][C:13]([CH3:35])=[C:12]([C:10]([NH:9][C@H:6]4[CH2:7][CH2:8][C@@H:3]([NH:2][C:40](=[O:39])[CH2:41][OH:42])[CH2:4][CH2:5]4)=[O:11])[C:16]=3[N:17]=[CH:18][N:19]=2)[CH2:34][CH2:33]1, predict the reactants needed to synthesize it. The reactants are: Cl.[NH2:2][C@@H:3]1[CH2:8][CH2:7][C@H:6]([NH:9][C:10]([C:12]2[C:16]3[N:17]=[CH:18][N:19]=[C:20]([C:21]4[CH:26]=[C:25]([F:27])[C:24]([O:28][CH3:29])=[CH:23][C:22]=4[O:30][CH2:31][CH:32]4[CH2:34][CH2:33]4)[C:15]=3[NH:14][C:13]=2[CH3:35])=[O:11])[CH2:5][CH2:4]1.C([O:39][CH2:40][C:41](Cl)=[O:42])(=O)C. (3) Given the product [Cl:37][C:38]1[CH:46]=[CH:45][CH:44]=[C:43]([Cl:47])[C:39]=1[C:40]([NH:2][C@H:3]([C:18]([O:20][CH2:21][CH2:22][SiH2:23][CH:24]([C:31]1[CH:32]=[CH:33][CH:34]=[CH:35][CH:36]=1)[C:25]1[CH:30]=[CH:29][CH:28]=[CH:27][CH:26]=1)=[O:19])[CH2:4][C:5]1[CH:17]=[CH:16][C:8]([C:9]([O:11][C:12]([CH3:15])([CH3:13])[CH3:14])=[O:10])=[CH:7][CH:6]=1)=[O:41], predict the reactants needed to synthesize it. The reactants are: Cl.[NH2:2][C@H:3]([C:18]([O:20][CH2:21][CH2:22][SiH2:23][CH:24]([C:31]1[CH:36]=[CH:35][CH:34]=[CH:33][CH:32]=1)[C:25]1[CH:30]=[CH:29][CH:28]=[CH:27][CH:26]=1)=[O:19])[CH2:4][C:5]1[CH:17]=[CH:16][C:8]([C:9]([O:11][C:12]([CH3:15])([CH3:14])[CH3:13])=[O:10])=[CH:7][CH:6]=1.[Cl:37][C:38]1[CH:46]=[CH:45][CH:44]=[C:43]([Cl:47])[C:39]=1[C:40](Cl)=[O:41]. (4) Given the product [ClH:26].[ClH:26].[NH:8]1[CH2:13][CH2:12][CH:11]([NH:14][C:15]2[CH:20]=[CH:19][C:18]([C:21]3[NH:25][N:24]=[N:23][N:22]=3)=[CH:17][N:16]=2)[CH2:10][CH2:9]1, predict the reactants needed to synthesize it. The reactants are: C(OC([N:8]1[CH2:13][CH2:12][CH:11]([NH:14][C:15]2[CH:20]=[CH:19][C:18]([C:21]3[NH:25][N:24]=[N:23][N:22]=3)=[CH:17][N:16]=2)[CH2:10][CH2:9]1)=O)(C)(C)C.[ClH:26]. (5) Given the product [Cl:15][C:16]1[CH:24]=[CH:23][C:19]([C:20]2[S:21][CH:2]=[C:3]([CH:5]3[C:11](=[O:12])[CH:10]4[CH2:13][CH:7]([CH2:8][CH2:9]4)[C:6]3=[O:14])[N:22]=2)=[CH:18][CH:17]=1, predict the reactants needed to synthesize it. The reactants are: Cl[CH2:2][C:3]([CH:5]1[C:11](=[O:12])[CH:10]2[CH2:13][CH:7]([CH2:8][CH2:9]2)[C:6]1=[O:14])=O.[Cl:15][C:16]1[CH:24]=[CH:23][C:19]([C:20]([NH2:22])=[S:21])=[CH:18][CH:17]=1.